This data is from Full USPTO retrosynthesis dataset with 1.9M reactions from patents (1976-2016). The task is: Predict the reactants needed to synthesize the given product. (1) The reactants are: ClC1C=C2C(=CC=1)[N:7](S(C1C=CC=CC=1)(=O)=O)C(C(OCC)=O)=C2S(Cl)(=O)=O.[Br:29][C:30]1[CH:31]=[C:32]2[C:36](=[CH:37][CH:38]=1)[N:35](S(C1C=CC=CC=1)(=O)=O)[C:34]([C:48](OCC)=[O:49])=[C:33]2[S:53](Cl)(=[O:55])=[O:54].Cl.CN.Cl.[CH3:61][O:62][NH:63][CH3:64]. Given the product [Br:29][C:30]1[CH:31]=[C:32]2[C:36](=[CH:37][CH:38]=1)[NH:35][C:34]([C:48]([NH2:7])=[O:49])=[C:33]2[S:53]([N:63]([O:62][CH3:61])[CH3:64])(=[O:54])=[O:55], predict the reactants needed to synthesize it. (2) Given the product [C:1]([C:5]1[C:6]([OH:16])=[C:7]([S:12]([NH:15][C:19]2[CH:20]=[CH:21][C:22]([N+:24]([O-:26])=[O:25])=[CH:23][C:18]=2[Cl:17])(=[O:14])=[O:13])[CH:8]=[C:9]([CH3:11])[CH:10]=1)([CH3:4])([CH3:2])[CH3:3], predict the reactants needed to synthesize it. The reactants are: [C:1]([C:5]1[C:6]([OH:16])=[C:7]([S:12]([NH2:15])(=[O:14])=[O:13])[CH:8]=[C:9]([CH3:11])[CH:10]=1)([CH3:4])([CH3:3])[CH3:2].[Cl:17][C:18]1[CH:23]=[C:22]([N+:24]([O-:26])=[O:25])[CH:21]=[CH:20][C:19]=1F. (3) Given the product [C:47]([O:51][CH:11]1[CH2:12][CH:13]2[N:8]([CH2:1][C:2]3[CH:3]=[CH:4][CH:5]=[CH:6][CH:7]=3)[CH:9]([CH2:15][CH:14]2[OH:16])[CH2:10]1)(=[O:48])[CH3:46], predict the reactants needed to synthesize it. The reactants are: [CH2:1]([N:8]1[CH:13]2[CH:14]([O:16][Si](C(C)(C)C)(C)C)[CH2:15][CH:9]1[CH2:10][CH:11](CC([O-])=O)[CH2:12]2)[C:2]1[CH:7]=[CH:6][CH:5]=[CH:4][CH:3]=1.CCCC[N+](CCCC)(CCCC)CCCC.[F-].[CH3:46][C:47](=[O:51])[O:48]CC. (4) The reactants are: [Cl:1][CH2:2][C:3](Cl)=[O:4].[NH2:6][CH2:7][CH2:8][N:9]1[CH2:14][CH2:13][O:12][CH2:11][CH2:10]1.C(N(CC)CC)C. Given the product [Cl:1][CH2:2][C:3]([NH:6][CH2:7][CH2:8][N:9]1[CH2:14][CH2:13][O:12][CH2:11][CH2:10]1)=[O:4], predict the reactants needed to synthesize it. (5) Given the product [Cl:17][C:8]1[C:7]([CH2:13][CH:14]=[CH2:15])=[C:6]2[C:11](=[CH:10][CH:9]=1)[N:2]([CH3:1])[C:3](=[O:16])[CH:4]=[CH:5]2, predict the reactants needed to synthesize it. The reactants are: [CH3:1][N:2]1[C:11]2[C:6](=[C:7]([CH2:13][CH:14]=[CH2:15])[C:8](C)=[CH:9][CH:10]=2)[CH2:5][CH2:4][C:3]1=[O:16].[Cl:17]C1C(CC=C)=C2C(=CC=1)NC(=O)C=C2. (6) Given the product [Cl:1][C:2]1[CH:3]=[C:4]([C:12]2[O:16][N:15]=[C:14]([C:17]3[CH:18]=[CH:19][C:20]([CH2:26][CH2:27][C:28]([OH:30])=[O:29])=[C:21]4[C:25]=3[NH:24][CH:23]=[CH:22]4)[N:13]=2)[CH:5]=[N:6][C:7]=1[O:8][CH:9]([CH3:11])[CH3:10], predict the reactants needed to synthesize it. The reactants are: [Cl:1][C:2]1[CH:3]=[C:4]([C:12]2[O:16][N:15]=[C:14]([C:17]3[CH:18]=[CH:19][C:20]([CH2:26][CH2:27][C:28]([O:30]CC)=[O:29])=[C:21]4[C:25]=3[NH:24][CH:23]=[CH:22]4)[N:13]=2)[CH:5]=[N:6][C:7]=1[O:8][CH:9]([CH3:11])[CH3:10].[OH-].[Na+]. (7) Given the product [CH3:33][O:32][C:30]([N:8]1[CH2:12][CH:11]([C:13]2[CH:18]=[CH:17][C:16]([O:19][CH3:20])=[C:15]([O:21][CH2:22][CH:23]3[CH2:25][CH2:24]3)[CH:14]=2)[C:10]([CH3:28])([CH:26]=[CH2:27])[CH2:9]1)=[O:31], predict the reactants needed to synthesize it. The reactants are: C([N:8]1[CH2:12][CH:11]([C:13]2[CH:18]=[CH:17][C:16]([O:19][CH3:20])=[C:15]([O:21][CH2:22][CH:23]3[CH2:25][CH2:24]3)[CH:14]=2)[C:10]([CH3:28])([CH:26]=[CH2:27])[CH2:9]1)C1C=CC=CC=1.Cl[C:30]([O:32][CH3:33])=[O:31].